Dataset: Drug-target binding data from BindingDB using IC50 measurements. Task: Regression. Given a target protein amino acid sequence and a drug SMILES string, predict the binding affinity score between them. We predict pIC50 (pIC50 = -log10(IC50 in M); higher means more potent). Dataset: bindingdb_ic50. The pIC50 is 8.2. The target protein (P41586) has sequence MAGVVHVSLAALLLLPMAPAMHSDCIFKKEQAMCLEKIQRANELMGFNDSSPGCPGMWDNITCWKPAHVGEMVLVSCPELFRIFNPDQVWETETIGESDFGDSNSLDLSDMGVVSRNCTEDGWSEPFPHYFDACGFDEYESETGDQDYYYLSVKALYTVGYSTSLVTLTTAMVILCRFRKLHCTRNFIHMNLFVSFMLRAISVFIKDWILYAEQDSNHCFISTVECKAVMVFFHYCVVSNYFWLFIEGLYLFTLLVETFFPERRYFYWYTIIGWGTPTVCVTVWATLRLYFDDTGCWDMNDSTALWWVIKGPVVGSIMVNFVLFIGIIVILVQKLQSPDMGGNESSIYLRLARSTLLLIPLFGIHYTVFAFSPENVSKRERLVFELGLGSFQGFVVAVLYCFLNGEVQAEIKRKWRSWKVNRYFAVDFKHRHPSLASSGVNGGTQLSILSKSSSQIRMSGLPADNLAT. The drug is CC[C@H](C)[C@H](NC(=O)CNC(=O)[C@H](CC(=O)O)NC(=O)[C@H](CO)NC(=O)[C@@H](N)Cc1cnc[nH]1)C(=O)N[C@@H](CC1CCCCC1)C(=O)N[C@H](C(=O)N[C@@H](CC(=O)O)C(=O)N[C@@H](CO)C(=O)N[C@@H](Cc1ccc(O)cc1)C(=O)N[C@@H](CO)C(=O)N[C@@H](CCCNC(=N)N)C(=O)N[C@@H](Cc1ccc(O)cc1)C(=O)N[C@@H](CCCNC(=N)N)C(=O)N[C@@H](CCCCN)C(=O)N[C@@H](CCC(N)=O)C(=O)N[C@@H](CCSC)C(=O)N[C@@H](C)C(=O)N[C@H](C(=O)N[C@@H](CCCCN)C(=O)N[C@@H](CCCCN)C(=O)N[C@@H](Cc1ccc(O)cc1)C(=O)N[C@@H](CC(C)C)C(=O)N[C@@H](C)C(=O)N[C@@H](C)C(=O)N[C@H](C(=O)N[C@@H](CC(C)C)C(=O)NCC(=O)N[C@@H](CCCCN)C(=O)N[C@@H](CCCNC(=N)N)C(=O)N[C@@H](Cc1ccc(O)cc1)C(=O)N[C@@H](CCCCN)C(=O)N[C@@H](CCC(N)=O)C(=O)N[C@@H](CCCNC(=N)N)C(=O)N[C@H](C(=O)N[C@@H](CCCCN)C(=O)N[C@@H](CC(N)=O)C(=O)N[C@@H](CCCCN)C(N)=O)C(C)C)C(C)C)C(C)C)[C@@H](C)O.